Dataset: Serine/threonine kinase 33 screen with 319,792 compounds. Task: Binary Classification. Given a drug SMILES string, predict its activity (active/inactive) in a high-throughput screening assay against a specified biological target. (1) The drug is O=C(/C=C\c1c(nn(CC)c1)C)c1ccc(O)cc1. The result is 1 (active). (2) The compound is O(C(C)(C)C)C(=O)N(Cc1ccccc1)c1c(cc(OC)cc1)C(=O)N(OC)C. The result is 0 (inactive). (3) The drug is S(c1n(c2cc(c(cc2)C)C)c(nn1)c1ncccc1)CC(=O)Nc1scc(n1)C. The result is 0 (inactive). (4) The molecule is O=C1N(O)C(=O)C2C3CC(C12)CC3. The result is 0 (inactive). (5) The result is 0 (inactive). The drug is Brc1cc(C(=O)N(Cc2ccccc2)C)ccc1OC.